Task: Predict the product of the given reaction.. Dataset: Forward reaction prediction with 1.9M reactions from USPTO patents (1976-2016) (1) The product is: [C:16]1([C@H:22]([O:24][C:30](=[O:39])[NH:27][C:9]2[N:10]=[CH:11][O:12][C:8]=2[C:5]2[CH:4]=[CH:3][C:2]([Br:1])=[CH:7][CH:6]=2)[CH3:23])[CH:21]=[CH:20][CH:19]=[CH:18][CH:17]=1. Given the reactants [Br:1][C:2]1[CH:7]=[CH:6][C:5]([C:8]2[O:12][CH:11]=[N:10][C:9]=2C(O)=O)=[CH:4][CH:3]=1.[C:16]1([C@H:22]([OH:24])[CH3:23])[CH:21]=[CH:20][CH:19]=[CH:18][CH:17]=1.C([N:27]([CH2:30]C)CC)C.C1(P(N=[N+]=[N-])(C2C=CC=CC=2)=[O:39])C=CC=CC=1, predict the reaction product. (2) Given the reactants [CH2:1]([C:3]1([C:16]([O-:18])=[O:17])[CH2:8][CH2:7][CH2:6][N:5]([C:9]([O:11][C:12]([CH3:15])([CH3:14])[CH3:13])=[O:10])[CH2:4]1)C.[CH:19]([N-]C(C)C)(C)[CH3:20].[Li+].CI.[Cl-].[NH4+], predict the reaction product. The product is: [CH3:1][C:3]1([C:16]([O:18][CH2:19][CH3:20])=[O:17])[CH2:8][CH2:7][CH2:6][N:5]([C:9]([O:11][C:12]([CH3:13])([CH3:14])[CH3:15])=[O:10])[CH2:4]1. (3) The product is: [Cl:12][C:13]1[CH:18]=[CH:17][CH:16]=[C:15]2[C:14]=1[NH:19][C:2]1[CH2:7][CH2:6][CH:5]([C:8]([OH:10])=[O:9])[CH2:4][C:3]2=1. Given the reactants O=[C:2]1[CH2:7][CH2:6][CH:5]([C:8]([OH:10])=[O:9])[CH2:4][CH2:3]1.Cl.[Cl:12][C:13]1[CH:18]=[CH:17][CH:16]=[CH:15][C:14]=1[NH:19]N, predict the reaction product. (4) Given the reactants [Cl:1][C:2]1[CH:3]=[CH:4][C:5](O)=[C:6]([CH:10]=1)[C:7]([NH2:9])=[O:8].[C:12]([O-:15])([O-])=O.[K+].[K+].[CH2:18](Br)[C:19]1[CH:24]=[CH:23][CH:22]=[CH:21][CH:20]=1, predict the reaction product. The product is: [Cl:1][C:2]1[CH:3]=[CH:4][C:5]([CH:18]([O:15][CH3:12])[C:19]2[CH:24]=[CH:23][CH:22]=[CH:21][CH:20]=2)=[C:6]([CH:10]=1)[C:7]([NH2:9])=[O:8]. (5) Given the reactants Br[CH2:2][CH2:3][CH2:4][CH2:5][CH2:6][C:7]([C:9]1[O:10][C:11]([C:14]2[CH:19]=[CH:18][CH:17]=[CH:16][N:15]=2)=[CH:12][N:13]=1)=[O:8].C([O-])([O-])=O.[K+].[K+].CNC1C=CC=CC=1, predict the reaction product. The product is: [CH:6]1([C:7]([C:9]2[O:10][C:11]([C:14]3[CH:19]=[CH:18][CH:17]=[CH:16][N:15]=3)=[CH:12][N:13]=2)=[O:8])[CH2:5][CH2:4][CH2:3][CH2:2]1. (6) Given the reactants [C:1]1([NH:7][C:8]([C:10]2[C:11]([NH:22][C:23]3[CH:28]=[CH:27][CH:26]=[CH:25][C:24]=3[Cl:29])=[N:12][C:13]3[C:18]([CH:19]=2)=[CH:17][CH:16]=[C:15]([O:20]C)[CH:14]=3)=[O:9])[CH:6]=[CH:5][CH:4]=[CH:3][CH:2]=1.B(Br)(Br)Br, predict the reaction product. The product is: [C:1]1([NH:7][C:8]([C:10]2[C:11]([NH:22][C:23]3[CH:28]=[CH:27][CH:26]=[CH:25][C:24]=3[Cl:29])=[N:12][C:13]3[C:18]([CH:19]=2)=[CH:17][CH:16]=[C:15]([OH:20])[CH:14]=3)=[O:9])[CH:2]=[CH:3][CH:4]=[CH:5][CH:6]=1. (7) Given the reactants [CH:1]1([N:5]2[CH2:11][CH2:10][C:9]3[CH:12]=[CH:13][C:14]([O:16][C:17]4[N:18]=[CH:19][C:20]([C:23]([OH:25])=O)=[N:21][CH:22]=4)=[CH:15][C:8]=3[CH2:7][CH2:6]2)[CH2:4][CH2:3][CH2:2]1.C(N1C=CN=C1)([N:28]1C=CN=C1)=O.N, predict the reaction product. The product is: [CH:1]1([N:5]2[CH2:11][CH2:10][C:9]3[CH:12]=[CH:13][C:14]([O:16][C:17]4[N:18]=[CH:19][C:20]([C:23]([NH2:28])=[O:25])=[N:21][CH:22]=4)=[CH:15][C:8]=3[CH2:7][CH2:6]2)[CH2:2][CH2:3][CH2:4]1. (8) The product is: [CH3:24][NH:25][C:19](=[O:21])[C:18]1[CH:22]=[CH:23][C:15]([O:14][CH2:13][C:3]2[C:4]([C:7]3[CH:12]=[CH:11][N:10]=[CH:9][N:8]=3)=[N:5][O:6][C:2]=2[CH3:1])=[N:16][CH:17]=1. Given the reactants [CH3:1][C:2]1[O:6][N:5]=[C:4]([C:7]2[CH:12]=[CH:11][N:10]=[CH:9][N:8]=2)[C:3]=1[CH2:13][O:14][C:15]1[CH:23]=[CH:22][C:18]([C:19]([OH:21])=O)=[CH:17][N:16]=1.[CH3:24][NH2:25], predict the reaction product. (9) Given the reactants [CH:1]1([CH2:4][CH2:5][O:6][C:7]2[N:15]=[C:14]3[C:10]([N:11]=[C:12]([O:23]C)[N:13]3[CH2:16][CH2:17][CH:18]3[CH2:22][CH2:21][CH2:20][O:19]3)=[C:9]([NH2:25])[N:8]=2)[CH2:3][CH2:2]1.Cl.O1CCOCC1, predict the reaction product. The product is: [NH2:25][C:9]1[N:8]=[C:7]([O:6][CH2:5][CH2:4][CH:1]2[CH2:2][CH2:3]2)[N:15]=[C:14]2[C:10]=1[NH:11][C:12](=[O:23])[N:13]2[CH2:16][CH2:17][CH:18]1[CH2:22][CH2:21][CH2:20][O:19]1. (10) Given the reactants Br[C:2]1[CH:10]=[CH:9][CH:8]=[C:7]2[C:3]=1[CH2:4][CH2:5][C@@H:6]2[O:11][Si:12]([C:15]([CH3:18])([CH3:17])[CH3:16])([CH3:14])[CH3:13].BrC1C=CC=C2C=1CC[C@@H]2O.[CH3:30][C:31]([CH:34]=[O:35])([CH3:33])[CH3:32], predict the reaction product. The product is: [C:15]([Si:12]([CH3:14])([CH3:13])[O:11][CH:6]1[C:7]2[C:3](=[C:2]([C@@H:34]([OH:35])[C:31]([CH3:33])([CH3:32])[CH3:30])[CH:10]=[CH:9][CH:8]=2)[CH2:4][CH2:5]1)([CH3:18])([CH3:17])[CH3:16].